From a dataset of Reaction yield outcomes from USPTO patents with 853,638 reactions. Predict the reaction yield, written as a fraction of the theoretical maximum amount of product (1.0 means a 100% yield; for example, 0.34 means a 34% yield). (1) The reactants are [Cl:1][C:2]1[CH:7]=[CH:6][C:5]([C:8]2[CH:13]=[C:12]([CH:14]3[CH2:16][CH2:15]3)[N:11]3[N:17]=[CH:18][CH:19]=[C:10]3[N:9]=2)=[CH:4][CH:3]=1.[I:20]N1C(=O)CCC1=O. The catalyst is CN(C)C=O. The product is [Cl:1][C:2]1[CH:7]=[CH:6][C:5]([C:8]2[CH:13]=[C:12]([CH:14]3[CH2:16][CH2:15]3)[N:11]3[N:17]=[CH:18][C:19]([I:20])=[C:10]3[N:9]=2)=[CH:4][CH:3]=1. The yield is 0.920. (2) The yield is 0.410. The product is [ClH:35].[CH2:3]([C:7]1[CH:8]=[CH:9][C:10]([C:13]2[N:17]=[C:16]([C:18]3[CH:34]=[CH:33][C:21]([CH2:22][NH:23][C@@H:24]4[CH2:27][C@H:26]([C:28]([OH:30])=[O:29])[CH2:25]4)=[CH:20][CH:19]=3)[O:15][N:14]=2)=[CH:11][CH:12]=1)[CH:4]([CH3:6])[CH3:5]. The catalyst is C(O)C. The reactants are [OH-].[Na+].[CH2:3]([C:7]1[CH:12]=[CH:11][C:10]([C:13]2[N:17]=[C:16]([C:18]3[CH:34]=[CH:33][C:21]([CH2:22][NH:23][C@@H:24]4[CH2:27][C@H:26]([C:28]([O:30]CC)=[O:29])[CH2:25]4)=[CH:20][CH:19]=3)[O:15][N:14]=2)=[CH:9][CH:8]=1)[CH:4]([CH3:6])[CH3:5].[ClH:35]. (3) The reactants are [F:1][C:2]1[CH:3]=[CH:4][C:5]2[O:10][CH2:9][C@H:8]([CH2:11][N:12]3[CH2:17][CH2:16][CH2:15][C@@:14]([CH2:19][OH:20])([CH3:18])[CH2:13]3)[O:7][C:6]=2[CH:21]=1.[H-].[Na+].I[CH3:25].O. The catalyst is O1CCCC1. The product is [F:1][C:2]1[CH:3]=[CH:4][C:5]2[O:10][CH2:9][C@H:8]([CH2:11][N:12]3[CH2:17][CH2:16][CH2:15][C@@:14]([CH2:19][O:20][CH3:25])([CH3:18])[CH2:13]3)[O:7][C:6]=2[CH:21]=1. The yield is 0.890. (4) The reactants are [F:1][C:2]1[CH:3]=[C:4]([NH2:8])[CH:5]=[CH:6][CH:7]=1.[CH3:9][C:10]([O:13][C:14](O[C:14]([O:13][C:10]([CH3:12])([CH3:11])[CH3:9])=[O:15])=[O:15])([CH3:12])[CH3:11]. No catalyst specified. The product is [C:10]([O:13][C:14](=[O:15])[NH:8][C:4]1[CH:5]=[CH:6][CH:7]=[C:2]([F:1])[CH:3]=1)([CH3:12])([CH3:11])[CH3:9]. The yield is 0.600. (5) The reactants are [NH2:1][C:2]1[CH:7]=[CH:6][CH:5]=[CH:4][CH:3]=1.[N:8]1[CH:13]=[CH:12][CH:11]=[CH:10][CH:9]=1.[F:14][C:15]([F:28])([F:27])[O:16][C:17]1[CH:22]=[CH:21][C:20]([S:23](Cl)(=[O:25])=[O:24])=[CH:19][CH:18]=1.[CH2:29](Cl)Cl. No catalyst specified. The product is [CH2:13]([N:8]1[CH2:9][CH:10]([C:5]2[CH:6]=[CH:7][C:2]([NH:1][S:23]([C:20]3[CH:21]=[CH:22][C:17]([O:16][C:15]([F:28])([F:27])[F:14])=[CH:18][CH:19]=3)(=[O:25])=[O:24])=[CH:3][CH:4]=2)[CH2:29]1)[CH2:12][CH3:11]. The yield is 0.400.